This data is from Drug-target binding data from BindingDB using IC50 measurements. The task is: Regression. Given a target protein amino acid sequence and a drug SMILES string, predict the binding affinity score between them. We predict pIC50 (pIC50 = -log10(IC50 in M); higher means more potent). Dataset: bindingdb_ic50. (1) The small molecule is Cc1nn(C2CCOCC2)c2sc(C(=O)N[C@H]3CC[C@H](N4CCN(C)C(=O)C4)CC3)cc12. The target protein sequence is MTAKNSPKEFTASESEVCIKTFKEQMRLELELPKLPGNRPTSPKISPRSSPRNSPCFFRKLLVNKSIRQRRRFTVAHTCFDVENGPSPGRSPLDPQAGSSSGLVLHAAFPGHSQRRESFLYRSDSDYDLSPKAMSRNSSLPSEQHGDDLIVTPFAQVLASLRSVRNNFTLLTNLHGAPNKRSPAASQAPVSRVSLQEESYQKLAMETLEELDWCLDQLETIQTYRSVSEMASNKFKRMLNRELTHLSEMSRSGNQVSEYISNTFLDKQNDVEIPSPTQKDREKKKKQQLMTQISGVKKLMHSSSLNNTSISRFGVNTENEDHLAKELEDLNKWGLNIFNVAGYSHNRPLTCIMYAIFQERDLLKTFKISSDTFVTYMMTLEDHYHSDVAYHNSLHAADVAQSTHVLLSTPALDAVFTDLEILAAIFAAAIHDVDHPGVSNQFLINTNSELALMYNDESVLENHHLAVGFKLLQEEHCDIFQNLTKKQRQTLRKMVIDMVL.... The pIC50 is 5.2. (2) The drug is C#CCCCn1c(Sc2cc(OC)ccc2[N+](=O)[O-])nc2c(N)nccc21. The target protein (Q16543) has sequence MVDYSVWDHIEVSDDEDETHPNIDTASLFRWRHQARVERMEQFQKEKEELDRGCRECKRKVAECQRKLKELEVAEGGKAELERLQAEAQQLRKEERSWEQKLEEMRKKEKSMPWNVDTLSKDGFSKSMVNTKPEKTEEDSEEVREQKHKTFVEKYEKQIKHFGMLRRWDDSQKYLSDNVHLVCEETANYLVIWCIDLEVEEKCALMEQVAHQTIVMQFILELAKSLKVDPRACFRQFFTKIKTADRQYMEGFNDELEAFKERVRGRAKLRIEKAMKEYEEEERKKRLGPGGLDPVEVYESLPEELQKCFDVKDVQMLQDAISKMDPTDAKYHMQRCIDSGLWVPNSKASEAKEGEEAGPGDPLLEAVPKTGDEKDVSV. The pIC50 is 5.0. (3) The pIC50 is 3.5. The target protein sequence is MPSRAEDYEVLYTIGTGSYGRAQKIRRKSDGKILVWKELDYGSMTEAEKQMLVSEVNLLRELKHPNIVRYYDRIIDRTNTTLYIVMEYCEGGDLASVITKGTKERQYLDEEFVLRVMTQLTLALKECHRRSDGGHTVLHRDLKPANVFLDGKQNVKLGDFGLARILNHDTSFAKAFVGTPYYMSPEQMNRMSYNEKSDIWSLGCLLYELCALMPPFTAFSQKELAGKIREGKFRRIPYRYSDELNEIITRMLNLKDYHRPSVEEILENPLIADLVADEQRRNLERRGRQLGEPEKSQDSSPVLSELKLKEIQLQERERALKAREERLEQKEQELCVRERLAEDKLARAENLLKNYSLLKERKFLSLASNPELLNLPSSVIKKKVHFSGESKENIMRSENSESQLTSKSKCKDLKKRLHAAQLRAQALSDIEKNYQLKSRQILGMR. The compound is CCOP(=O)(OCC)/C(C#N)=C/c1ccc(-c2ccncc2)cc1. (4) The small molecule is N#C[C@]1(NC(=O)[C@H]([NH3+])Cc2cccs2)C[C@H]1c1ccccc1. The target protein (Q61096) has sequence MSGSYPSPKGIHPFLLLALVVGGAVQASKIVGGHEARPHSRPYVASLQLSRFPGSHFCGGTLIHPRFVLTAAHCLQDISWQLVTVVLGAHDLLSSEPEQQKFTISQVFQNNYNPEENLNDVLLLQLNRTASLGKEVAVASLPQQDQTLSQGTQCLAMGWGRLGTQAPTPRVLQELNVTVVTFLCREHNVCTLVPRRAAGICFGDSGGPLICNGILHGVDSFVIRECASLQFPDFFARVSMYVDWIQNVLRGAEP. The pIC50 is 4.3. (5) The small molecule is C=C[C@@H]1C[C@]1(NC(=O)[C@@H]1CN(S(=O)(=O)c2ccc(F)cc2)CN1C(=O)[C@@H](NC(=O)OC1CCCC1)C(C)(C)C)C(=O)NS(=O)(=O)C1CC1. The target protein sequence is APITAYAQQTRGLLGCIITSLTGRDKNQVEGEVQIVSTAAQTFLATCINGVCWTVYHGAGTRTIASPKGPVIQMYTNVDQDLVGWPAPQGSRSLTPCTCGSSDLYLVTRHADVIPVRRRGDSRGSLLSPRPISYLKGSSGGPLLCPAGHAVGIFRAAVCTRGVAKAVDFIPVENLETTMRSPVFTDNSSPPVVPQSFQVAHLHAPTGSGKSTKVPAAYAAQGYKVLVLNPSVAATLGFGAYMSKAHGIDPNIRTGVRTITTGSPITYSTYGKFLADGGCSGGAYDIIICDECHSTDATSILGIGTVLDQAETAGARLVVLATATPPGSVTVPHPNIEEVALSTTGEIPFYGKAIPLEVIKGGRHLIFCHSKKKCDELAAKLVALGINAVAYYRGLDVSVIPTSGDVVVVATDALMTGYTGDFDSVIDCNTCVTQTVDFSLDPTFTIETITLPQDAVSRTQRRGRTGRGKPGIYRFVAPGERPSGMFDSSVLCECYDAGCA.... The pIC50 is 8.4. (6) The drug is Cc1cc([C@H](C)Nc2nccc(N3C(=O)OC[C@@H]3[C@H](C)F)n2)ncc1-c1ccnc(C(F)(F)F)c1. The target protein sequence is GPGMSKKISGGSVVEMQGDEMTRIIWELIKEKLIFPYVELDLHSYDLGIENRDATNDQVTKDAAEAIKKHNVGVKCATITPDEKRVEEFKLKQMWKSPNGTIRNILGGTVFREAIICKNIPRLVSGVVVKPIIIGHHAYGDQYRATDFVVPGPGKVEITYTPSDGTQKVTYLVHNFEEGGGVAMGMYNQDKSIEDFAHSSFQMALSKGWPLYLSTKNTILKKYDGRFKDIFQEIYDKQYKSQFEAQKIVVYEHRLIDDMVAQAMKSEGGFIWACKNYDGDVQSDSVAQGYGSLGMMTSVLVCPDGKTVEAEAAHGTVTRHYRMYQKGQETSTNPIASIFAVVTRGLAHRAKLDNNKELAFFANALEEVSIETIEAGFMTKDLAACIKGLPNVQRSDYLNTFEFMDKLGENLKIKLAQAKL. The pIC50 is 7.6. (7) The compound is CN1CCN(c2ccc(C(=O)Nc3n[nH]c4cc(OC/C=C/c5ccccc5)ccc34)cc2)CC1. The target protein sequence is TYKYLQKPMYEVQWKVVEEINGNNYVYIDPTQLPYDHKWEFPRNRLSFGKTLGAGAFGKVVEATAYGLIKSDAAMTVAVKMLKPSAHLTEREALMSELKVLSYLGNHMNIVNLLGACTIGGPTLVITEYCCYGDLLNFLRRKRDSFICSKQEDHAEAALYKNLLHSKESSCSDSTNEYMDMKPGVSYVVPTKADKRRSVRIGSYIERDVTPAIMEDDELALDLEDLLSFSYQVAKGMAFLASKNCIHRDLAARNILLTHGRITKICDFGLARDIKNDSNYVVKGNARLPVKWMAPESIFNCVYTFESDVWSYGIFLWELFSLGSSPYPGMPVDSKFYKMIKEGFRMLSPEHAPAEMYDIMKTCWDADPLKRPTFKQIVQLIEKQISESTNHIYSNLANCSPNRQKPVVDHSVRINSVGSTASSSQPLLVHDDV. The pIC50 is 6.3.